This data is from Forward reaction prediction with 1.9M reactions from USPTO patents (1976-2016). The task is: Predict the product of the given reaction. (1) Given the reactants [CH2:1]([O:3][C:4]([C:6]1([CH3:27])[CH2:11][CH2:10][N:9]([C:12]2[CH2:26][C:15]3([CH2:18][N:17]([C:19](OC(C)(C)C)=O)[CH2:16]3)[O:14][N:13]=2)[CH2:8][CH2:7]1)=[O:5])[CH3:2].[CH:28]1([C:31]2[C:36]([C:37]3[CH:42]=[CH:41][C:40]([F:43])=[CH:39][CH:38]=3)=[CH:35][C:34](C=O)=[C:33]([O:46][CH3:47])[CH:32]=2)[CH2:30][CH2:29]1, predict the reaction product. The product is: [CH:28]1([C:31]2[C:36]([C:37]3[CH:42]=[CH:41][C:40]([F:43])=[CH:39][CH:38]=3)=[CH:35][C:34]([CH2:19][N:17]3[CH2:18][C:15]4([CH2:26][C:12]([N:9]5[CH2:10][CH2:11][C:6]([CH3:27])([C:4]([O:3][CH2:1][CH3:2])=[O:5])[CH2:7][CH2:8]5)=[N:13][O:14]4)[CH2:16]3)=[C:33]([O:46][CH3:47])[CH:32]=2)[CH2:30][CH2:29]1. (2) Given the reactants FC(F)(F)C([O-])=O.[CH2:8]([O:15][CH2:16][CH:17]1[C:22]2=[N:23][C:24]([C:29]([NH:31][CH2:32][C:33]3[CH:38]=[CH:37][C:36]([F:39])=[CH:35][CH:34]=3)=[O:30])=[C:25]([OH:28])[C:26](=[O:27])[N:21]2[CH2:20][CH2:19][NH2+:18]1)[C:9]1[CH:14]=[CH:13][CH:12]=[CH:11][CH:10]=1.[CH3:40][C:41]([O:44][C:45](O[C:45]([O:44][C:41]([CH3:43])([CH3:42])[CH3:40])=[O:46])=[O:46])([CH3:43])[CH3:42].C, predict the reaction product. The product is: [CH2:8]([O:15][CH2:16][CH:17]1[C:22]2=[N:23][C:24]([C:29]([NH:31][CH2:32][C:33]3[CH:38]=[CH:37][C:36]([F:39])=[CH:35][CH:34]=3)=[O:30])=[C:25]([OH:28])[C:26](=[O:27])[N:21]2[CH2:20][CH2:19][N:18]1[C:45]([O:44][C:41]([CH3:43])([CH3:42])[CH3:40])=[O:46])[C:9]1[CH:10]=[CH:11][CH:12]=[CH:13][CH:14]=1. (3) The product is: [Br:1][C:2]1[CH:7]=[CH:6][C:5]([O:8][CH3:14])=[C:4]([N+:9]([O-:11])=[O:10])[CH:3]=1. Given the reactants [Br:1][C:2]1[CH:7]=[CH:6][C:5]([OH:8])=[C:4]([N+:9]([O-:11])=[O:10])[CH:3]=1.[H-].[Na+].[CH3:14]I, predict the reaction product.